Dataset: Catalyst prediction with 721,799 reactions and 888 catalyst types from USPTO. Task: Predict which catalyst facilitates the given reaction. (1) Reactant: [CH3:1][C:2]1[N:6]=[C:5]([C:7]2[CH:12]=[CH:11][N:10]3[C:13]4[CH2:19][C@H:18]([NH:20]C(=O)OC(C)(C)C)[C@@H:17]([C:28]5[CH:33]=[C:32]([F:34])[C:31]([F:35])=[CH:30][C:29]=5[F:36])[CH2:16][C:14]=4[N:15]=[C:9]3[CH:8]=2)[NH:4][N:3]=1.Cl. Product: [CH3:1][C:2]1[N:6]=[C:5]([C:7]2[CH:12]=[CH:11][N:10]3[C:13]4[CH2:19][C@H:18]([NH2:20])[C@@H:17]([C:28]5[CH:33]=[C:32]([F:34])[C:31]([F:35])=[CH:30][C:29]=5[F:36])[CH2:16][C:14]=4[N:15]=[C:9]3[CH:8]=2)[NH:4][N:3]=1. The catalyst class is: 12. (2) Reactant: [Cl:1][CH2:2][CH:3]1[C:11]2[C:10]3[CH:12]=[CH:13][CH:14]=[C:15]([C:16]([NH2:18])=[O:17])[C:9]=3[CH:8]=[CH:7][C:6]=2[N:5]([C:19](=[O:24])[C:20]([F:23])([F:22])[F:21])[CH2:4]1.[N+:25]([O-])([OH:27])=[O:26]. Product: [Cl:1][CH2:2][CH:3]1[C:11]2[C:10]3[CH:12]=[CH:13][CH:14]=[C:15]([C:16]([NH2:18])=[O:17])[C:9]=3[C:8]([N+:25]([O-:27])=[O:26])=[CH:7][C:6]=2[N:5]([C:19](=[O:24])[C:20]([F:23])([F:21])[F:22])[CH2:4]1. The catalyst class is: 2. (3) Reactant: Cl[C:2]1[C:3]2[N:4]([C:15]([C:18]3[CH:23]=[CH:22][CH:21]=[CH:20][N:19]=3)=[N:16][N:17]=2)[CH:5]=[C:6]([C:8]([O:10][C:11]([CH3:14])([CH3:13])[CH3:12])=[O:9])[CH:7]=1.[F:24][C:25]1[CH:30]=[CH:29][C:28](B(O)O)=[CH:27][CH:26]=1.C1(P(C2CCCCC2)C2C=CC=CC=2C2C(C(C)C)=CC(C(C)C)=CC=2C(C)C)CCCCC1.[O-]P([O-])([O-])=O.[K+].[K+].[K+]. Product: [F:24][C:25]1[CH:30]=[CH:29][C:28]([C:2]2[C:3]3[N:4]([C:15]([C:18]4[CH:23]=[CH:22][CH:21]=[CH:20][N:19]=4)=[N:16][N:17]=3)[CH:5]=[C:6]([C:8]([O:10][C:11]([CH3:14])([CH3:13])[CH3:12])=[O:9])[CH:7]=2)=[CH:27][CH:26]=1. The catalyst class is: 164. (4) Reactant: [CH3:1][C:2]1[N:7]=[CH:6][C:5]([NH:8][C:9]2[CH:18]=[CH:17][C:12]([C:13]([O:15]C)=[O:14])=[CH:11][N:10]=2)=[CH:4][CH:3]=1.[OH-].[Na+].Cl. Product: [CH3:1][C:2]1[N:7]=[CH:6][C:5]([NH:8][C:9]2[CH:18]=[CH:17][C:12]([C:13]([OH:15])=[O:14])=[CH:11][N:10]=2)=[CH:4][CH:3]=1. The catalyst class is: 5. (5) Reactant: [CH2:1]([O:8][C:9]1[C:25]([O:26][CH3:27])=[CH:24][C:12]([C:13]([N:15]2[CH2:19][CH2:18][CH2:17][C@H:16]2[C:20](OC)=[O:21])=[O:14])=[C:11]([N+:28]([O-:30])=[O:29])[CH:10]=1)[C:2]1[CH:7]=[CH:6][CH:5]=[CH:4][CH:3]=1.CC(C[AlH]CC(C)C)C. Product: [CH2:1]([O:8][C:9]1[C:25]([O:26][CH3:27])=[CH:24][C:12]([C:13]([N:15]2[CH2:19][CH2:18][CH2:17][C@H:16]2[CH:20]=[O:21])=[O:14])=[C:11]([N+:28]([O-:30])=[O:29])[CH:10]=1)[C:2]1[CH:3]=[CH:4][CH:5]=[CH:6][CH:7]=1. The catalyst class is: 390. (6) Reactant: [CH3:1][N:2]1[C:11]([CH3:12])=[C:10]([C:13]2[CH:18]=[CH:17][CH:16]=[CH:15][CH:14]=2)[C:9]2[C:4](=[CH:5][CH:6]=[C:7]([O:19][CH3:20])[CH:8]=2)[C:3]1=O.[H-].[Al+3].[Li+].[H-].[H-].[H-].C(=O)(O)[O-].[Na+].CCCCCC.C(OCC)(=O)C. Product: [OH-:19].[CH3:1][N+:2]1[C:11]([CH3:12])=[C:10]([C:13]2[CH:14]=[CH:15][CH:16]=[CH:17][CH:18]=2)[C:9]2[C:4](=[CH:5][CH:6]=[C:7]([O:19][CH3:20])[CH:8]=2)[CH:3]=1. The catalyst class is: 7. (7) Reactant: [CH:1]1([CH:8](O)[CH:9]2[C:13](=[O:14])[C:12]([C:15]3[C:20]([CH3:21])=[CH:19][C:18]([CH3:22])=[CH:17][C:16]=3[CH3:23])=[C:11]([O:24]C)[CH2:10]2)[CH2:7][CH2:6][CH2:5][CH2:4][CH2:3][CH2:2]1.Cl. Product: [CH:1]1([CH:8]=[C:9]2[CH2:10][C:11](=[O:24])[CH:12]([C:15]3[C:20]([CH3:21])=[CH:19][C:18]([CH3:22])=[CH:17][C:16]=3[CH3:23])[C:13]2=[O:14])[CH2:2][CH2:3][CH2:4][CH2:5][CH2:6][CH2:7]1. The catalyst class is: 95. (8) Reactant: [CH2:1]([O:8][C:9](=[O:30])[CH:10]([C:21]1[CH:26]=[CH:25][N:24]=[CH:23][C:22]=1[N+:27]([O-:29])=[O:28])C(OCC1C=CC=CC=1)=O)[C:2]1[CH:7]=[CH:6][CH:5]=[CH:4][CH:3]=1.[Cl-].[Li+].CS(C)=O. Product: [CH2:1]([O:8][C:9](=[O:30])[CH2:10][C:21]1[CH:26]=[CH:25][N:24]=[CH:23][C:22]=1[N+:27]([O-:29])=[O:28])[C:2]1[CH:3]=[CH:4][CH:5]=[CH:6][CH:7]=1. The catalyst class is: 6.